Predict the product of the given reaction. From a dataset of Forward reaction prediction with 1.9M reactions from USPTO patents (1976-2016). (1) Given the reactants Br[C:2]1[CH:3]=[C:4]([O:11][CH3:12])[C:5]([OH:10])=[C:6]([CH:9]=1)[CH:7]=[O:8].[CH3:13][O:14][CH2:15]Cl.C(N(C(C)C)CC)(C)C.[C:26]([C:29]1[CH:30]=[C:31](B(O)O)[CH:32]=[CH:33][CH:34]=1)(=[O:28])[NH2:27].P([O-])([O-])([O-])=O.[K+].[K+].[K+], predict the reaction product. The product is: [CH:7]([C:6]1[CH:9]=[C:2]([C:33]2[CH:32]=[CH:31][CH:30]=[C:29]([C:26]([NH2:27])=[O:28])[CH:34]=2)[CH:3]=[C:4]([O:11][CH3:12])[C:5]=1[O:10][CH2:13][O:14][CH3:15])=[O:8]. (2) Given the reactants [CH:1]1([S:5]([C:8]2[CH:13]=[CH:12][C:11](F)=[C:10]([F:15])[CH:9]=2)(=[O:7])=[O:6])[CH2:4][CH2:3][CH2:2]1.[NH:16]1[CH2:21][CH2:20][NH:19][CH2:18][CH2:17]1.[ClH:22], predict the reaction product. The product is: [ClH:22].[CH:1]1([S:5]([C:8]2[CH:13]=[CH:12][C:11]([N:16]3[CH2:21][CH2:20][NH:19][CH2:18][CH2:17]3)=[C:10]([F:15])[CH:9]=2)(=[O:7])=[O:6])[CH2:4][CH2:3][CH2:2]1. (3) The product is: [Br:1][C:2]1[C:3]([F:11])=[C:4]([CH:5]([OH:6])[CH2:12][CH3:13])[C:7]([Br:10])=[CH:8][CH:9]=1. Given the reactants [Br:1][C:2]1[C:3]([F:11])=[C:4]([C:7]([Br:10])=[CH:8][CH:9]=1)[CH:5]=[O:6].[CH2:12]([Zn]CC)[CH3:13].Cl, predict the reaction product. (4) Given the reactants [N:1]1[CH:6]=[CH:5][CH:4]=[CH:3][C:2]=1[C:7]([OH:9])=O.CCN=C=NCCCN(C)C.C1C=CC2N(O)N=NC=2C=1.[NH2:31][C:32]12[C:50](=[O:51])[C:49]3[C:44](=[CH:45][CH:46]=[CH:47][C:48]=3[N+]([O-])=O)[C:33]1([OH:55])[O:34][C:35]1[CH:40]=[C:39]([CH:41]([CH3:43])[CH3:42])[CH:38]=[CH:37][C:36]=12, predict the reaction product. The product is: [OH:55][C:33]12[C:44]3[C:49](=[CH:48][CH:47]=[CH:46][CH:45]=3)[C:50](=[O:51])[C:32]1([NH:31][C:7](=[O:9])[C:2]1[CH:3]=[CH:4][CH:5]=[CH:6][N:1]=1)[C:36]1[CH:37]=[CH:38][C:39]([CH:41]([CH3:43])[CH3:42])=[CH:40][C:35]=1[O:34]2. (5) Given the reactants BrC(CCCCCC)CCC[C:6]1[C:18]2[NH:17][C:16]3[C:11](=[CH:12][CH:13]=[CH:14][CH:15]=3)[C:10]=2[CH:9]=[CH:8][CH:7]=1.[CH2:25]([Li])[CH2:26][CH2:27][CH3:28].[B:30]([O:35]C)(OC)[O:31]C.Cl, predict the reaction product. The product is: [CH2:28]([N:17]1[C:18]2[CH:6]=[CH:7][CH:8]=[C:9]([B:30]([OH:35])[OH:31])[C:10]=2[C:11]2[C:16]1=[CH:15][CH:14]=[CH:13][CH:12]=2)[CH2:27][CH2:26][CH2:25][CH2:10][CH2:18][CH2:6][CH2:7][CH2:8][CH3:9].